Dataset: Peptide-MHC class I binding affinity with 185,985 pairs from IEDB/IMGT. Task: Regression. Given a peptide amino acid sequence and an MHC pseudo amino acid sequence, predict their binding affinity value. This is MHC class I binding data. (1) The peptide sequence is LLPSLFLLL. The MHC is Mamu-A01 with pseudo-sequence Mamu-A01. The binding affinity (normalized) is 0.972. (2) The peptide sequence is YPAVINSNI. The MHC is HLA-B46:01 with pseudo-sequence HLA-B46:01. The binding affinity (normalized) is 0.0847.